Dataset: Reaction yield outcomes from USPTO patents with 853,638 reactions. Task: Predict the reaction yield, written as a fraction of the theoretical maximum amount of product (1.0 means a 100% yield; for example, 0.34 means a 34% yield). The reactants are [Br:1][C:2]1[CH:10]=[CH:9][C:8]([OH:11])=[C:7]2[C:3]=1[CH2:4][CH2:5][C:6]2=[O:12].C(OC(=O)C)(=O)C.[N+:20]([O-])([OH:22])=[O:21]. The catalyst is C(O)(=O)C. The product is [Br:1][C:2]1[CH:10]=[C:9]([N+:20]([O-:22])=[O:21])[C:8]([OH:11])=[C:7]2[C:3]=1[CH2:4][CH2:5][C:6]2=[O:12]. The yield is 0.790.